Dataset: Catalyst prediction with 721,799 reactions and 888 catalyst types from USPTO. Task: Predict which catalyst facilitates the given reaction. (1) Reactant: [CH2:1]([O:8][C:9]1[CH:17]=[C:16]2[C:12]([C:13](/[CH:24]=[CH:25]/[C:26]([O:28][CH2:29][CH3:30])=[O:27])=[N:14][N:15]2[CH:18]2[CH2:23][CH2:22][CH2:21][CH2:20][O:19]2)=[CH:11][CH:10]=1)[C:2]1[CH:7]=[CH:6][CH:5]=[CH:4][CH:3]=1.C([O-])(=O)C.[Na+].C(=O)(O)[O-].[Na+]. Product: [CH2:1]([O:8][C:9]1[CH:17]=[C:16]2[C:12]([C:13]([CH2:24][CH2:25][C:26]([O:28][CH2:29][CH3:30])=[O:27])=[N:14][N:15]2[CH:18]2[CH2:23][CH2:22][CH2:21][CH2:20][O:19]2)=[CH:11][CH:10]=1)[C:2]1[CH:3]=[CH:4][CH:5]=[CH:6][CH:7]=1. The catalyst class is: 57. (2) Reactant: [NH2:1][C:2]1[C:3]([CH3:9])=[N:4][C:5]([Cl:8])=[CH:6][CH:7]=1.[CH3:10][S:11](Cl)(=[O:13])=[O:12]. Product: [Cl:8][C:5]1[N:4]=[C:3]([CH3:9])[C:2]([NH:1][S:11]([CH3:10])(=[O:13])=[O:12])=[CH:7][CH:6]=1. The catalyst class is: 17. (3) Reactant: [CH3:1][C:2]1[N:7]=[CH:6][C:5](/[CH:8]=[CH:9]\[N:10]2[C:18]3[CH:17]=[CH:16][C:15]([O:19][C:20]([F:23])([F:22])[F:21])=[CH:14][C:13]=3[C:12]3[CH2:24][N:25]4[CH2:30][CH2:29][CH:28]([C:11]2=3)[CH2:27][CH2:26]4)=[CH:4][CH:3]=1. Product: [CH3:1][C:2]1[N:7]=[CH:6][C:5]([CH2:8][CH2:9][N:10]2[C:18]3[CH:17]=[CH:16][C:15]([O:19][C:20]([F:22])([F:23])[F:21])=[CH:14][C:13]=3[C:12]3[CH2:24][N:25]4[CH2:26][CH2:27][CH:28]([C:11]2=3)[CH2:29][CH2:30]4)=[CH:4][CH:3]=1. The catalyst class is: 663. (4) Reactant: [O:1]=[C:2]1[C:7]2[S:8][CH:9]=[C:10]([C:11]([O:13][CH2:14][CH3:15])=[O:12])[C:6]=2[CH2:5][CH2:4][NH:3]1.[CH3:16]I.[H-].[Na+].[Cl-].[NH4+]. Product: [CH3:16][N:3]1[CH2:4][CH2:5][C:6]2[C:10]([C:11]([O:13][CH2:14][CH3:15])=[O:12])=[CH:9][S:8][C:7]=2[C:2]1=[O:1]. The catalyst class is: 9. (5) Reactant: [O:1]1[C:6]2[CH:7]=[CH:8][CH:9]=[CH:10][C:5]=2[O:4][CH2:3][C@@H:2]1[CH2:11]OS(C1C=CC(C)=CC=1)(=O)=O.[CH3:23][O:24][C:25]1[CH:30]=[CH:29][CH:28]=[CH:27][C:26]=1[CH:31]1[CH2:35][CH2:34][NH:33][CH2:32]1.Cl.C([O-])([O-])=O.[K+].[K+]. Product: [O:1]1[C:6]2[CH:7]=[CH:8][CH:9]=[CH:10][C:5]=2[O:4][CH2:3][C@@H:2]1[CH2:11][N:33]1[CH2:34][CH2:35][CH:31]([C:26]2[CH:27]=[CH:28][CH:29]=[CH:30][C:25]=2[O:24][CH3:23])[CH2:32]1. The catalyst class is: 10. (6) The catalyst class is: 548. Reactant: [OH-].[Na+].Cl.[NH2:4][CH2:5][C:6]([O:8]C)=O.[C:10](=[NH:17])(OC)[CH2:11][CH2:12][CH2:13][CH3:14].Cl. Product: [CH2:11]([C:10]1[NH:17][C:6](=[O:8])[CH2:5][N:4]=1)[CH2:12][CH2:13][CH3:14]. (7) Reactant: [C:1]([NH:18][C@H:19]([C:27]([OH:29])=O)[CH2:20][C:21]1[CH:26]=[CH:25][CH:24]=[CH:23][CH:22]=1)([O:3][CH2:4][CH:5]1[C:17]2[C:12](=[CH:13][CH:14]=[CH:15][CH:16]=2)[C:11]2[C:6]1=[CH:7][CH:8]=[CH:9][CH:10]=2)=[O:2].O=S(Cl)[Cl:32]. Product: [C:1]([NH:18][C@H:19]([C:27]([Cl:32])=[O:29])[CH2:20][C:21]1[CH:26]=[CH:25][CH:24]=[CH:23][CH:22]=1)([O:3][CH2:4][CH:5]1[C:17]2[C:12](=[CH:13][CH:14]=[CH:15][CH:16]=2)[C:11]2[C:6]1=[CH:7][CH:8]=[CH:9][CH:10]=2)=[O:2]. The catalyst class is: 2.